Dataset: NCI-60 drug combinations with 297,098 pairs across 59 cell lines. Task: Regression. Given two drug SMILES strings and cell line genomic features, predict the synergy score measuring deviation from expected non-interaction effect. (1) Drug 1: CN(C)C1=NC(=NC(=N1)N(C)C)N(C)C. Drug 2: CC1=C(N=C(N=C1N)C(CC(=O)N)NCC(C(=O)N)N)C(=O)NC(C(C2=CN=CN2)OC3C(C(C(C(O3)CO)O)O)OC4C(C(C(C(O4)CO)O)OC(=O)N)O)C(=O)NC(C)C(C(C)C(=O)NC(C(C)O)C(=O)NCCC5=NC(=CS5)C6=NC(=CS6)C(=O)NCCC[S+](C)C)O. Cell line: 786-0. Synergy scores: CSS=9.94, Synergy_ZIP=-3.89, Synergy_Bliss=-1.12, Synergy_Loewe=-92.8, Synergy_HSA=-3.82. (2) Drug 2: CNC(=O)C1=NC=CC(=C1)OC2=CC=C(C=C2)NC(=O)NC3=CC(=C(C=C3)Cl)C(F)(F)F. Cell line: UO-31. Synergy scores: CSS=-4.70, Synergy_ZIP=6.64, Synergy_Bliss=-1.78, Synergy_Loewe=-4.90, Synergy_HSA=-4.80. Drug 1: CC1=C(C=C(C=C1)NC(=O)C2=CC=C(C=C2)CN3CCN(CC3)C)NC4=NC=CC(=N4)C5=CN=CC=C5. (3) Drug 1: C1CN1P(=S)(N2CC2)N3CC3. Drug 2: C1=CN(C(=O)N=C1N)C2C(C(C(O2)CO)O)O.Cl. Cell line: ACHN. Synergy scores: CSS=69.2, Synergy_ZIP=-3.18, Synergy_Bliss=-4.05, Synergy_Loewe=-2.15, Synergy_HSA=1.59. (4) Drug 1: CC1=C(C(=CC=C1)Cl)NC(=O)C2=CN=C(S2)NC3=CC(=NC(=N3)C)N4CCN(CC4)CCO. Drug 2: CC1C(C(CC(O1)OC2CC(CC3=C2C(=C4C(=C3O)C(=O)C5=C(C4=O)C(=CC=C5)OC)O)(C(=O)CO)O)N)O.Cl. Cell line: NCI-H522. Synergy scores: CSS=54.9, Synergy_ZIP=1.31, Synergy_Bliss=5.19, Synergy_Loewe=5.07, Synergy_HSA=7.58. (5) Drug 1: C1C(C(OC1N2C=NC3=C2NC=NCC3O)CO)O. Drug 2: CC1CCCC2(C(O2)CC(NC(=O)CC(C(C(=O)C(C1O)C)(C)C)O)C(=CC3=CSC(=N3)C)C)C. Cell line: ACHN. Synergy scores: CSS=32.4, Synergy_ZIP=2.00, Synergy_Bliss=2.10, Synergy_Loewe=-16.2, Synergy_HSA=1.60. (6) Drug 1: C1CN1C2=NC(=NC(=N2)N3CC3)N4CC4. Drug 2: CCC1(C2=C(COC1=O)C(=O)N3CC4=CC5=C(C=CC(=C5CN(C)C)O)N=C4C3=C2)O.Cl. Cell line: K-562. Synergy scores: CSS=62.5, Synergy_ZIP=2.59, Synergy_Bliss=2.26, Synergy_Loewe=0.287, Synergy_HSA=6.22. (7) Drug 1: CCCS(=O)(=O)NC1=C(C(=C(C=C1)F)C(=O)C2=CNC3=C2C=C(C=N3)C4=CC=C(C=C4)Cl)F. Drug 2: CN1CCC(CC1)COC2=C(C=C3C(=C2)N=CN=C3NC4=C(C=C(C=C4)Br)F)OC. Cell line: SNB-19. Synergy scores: CSS=1.49, Synergy_ZIP=0.617, Synergy_Bliss=1.74, Synergy_Loewe=-4.80, Synergy_HSA=-1.27. (8) Drug 1: C1CC(=O)NC(=O)C1N2C(=O)C3=CC=CC=C3C2=O. Drug 2: COC1=C2C(=CC3=C1OC=C3)C=CC(=O)O2. Cell line: SR. Synergy scores: CSS=11.3, Synergy_ZIP=-4.72, Synergy_Bliss=-0.973, Synergy_Loewe=-3.63, Synergy_HSA=-1.86.